This data is from NCI-60 drug combinations with 297,098 pairs across 59 cell lines. The task is: Regression. Given two drug SMILES strings and cell line genomic features, predict the synergy score measuring deviation from expected non-interaction effect. (1) Drug 1: CC(C1=C(C=CC(=C1Cl)F)Cl)OC2=C(N=CC(=C2)C3=CN(N=C3)C4CCNCC4)N. Drug 2: C1CCN(CC1)CCOC2=CC=C(C=C2)C(=O)C3=C(SC4=C3C=CC(=C4)O)C5=CC=C(C=C5)O. Cell line: 786-0. Synergy scores: CSS=5.47, Synergy_ZIP=-0.363, Synergy_Bliss=5.62, Synergy_Loewe=4.42, Synergy_HSA=5.18. (2) Drug 1: C(=O)(N)NO. Drug 2: C1=NC2=C(N=C(N=C2N1C3C(C(C(O3)CO)O)F)Cl)N. Synergy scores: CSS=-1.90, Synergy_ZIP=-1.19, Synergy_Bliss=-2.09, Synergy_Loewe=-2.26, Synergy_HSA=-3.07. Cell line: SR. (3) Drug 1: CC1=C2C(C(=O)C3(C(CC4C(C3C(C(C2(C)C)(CC1OC(=O)C(C(C5=CC=CC=C5)NC(=O)OC(C)(C)C)O)O)OC(=O)C6=CC=CC=C6)(CO4)OC(=O)C)OC)C)OC. Drug 2: C1CCC(CC1)NC(=O)N(CCCl)N=O. Cell line: RXF 393. Synergy scores: CSS=54.5, Synergy_ZIP=14.2, Synergy_Bliss=13.7, Synergy_Loewe=5.55, Synergy_HSA=17.8. (4) Drug 1: CC1=C2C(C(=O)C3(C(CC4C(C3C(C(C2(C)C)(CC1OC(=O)C(C(C5=CC=CC=C5)NC(=O)OC(C)(C)C)O)O)OC(=O)C6=CC=CC=C6)(CO4)OC(=O)C)OC)C)OC. Drug 2: C1CN1P(=S)(N2CC2)N3CC3. Cell line: OVCAR3. Synergy scores: CSS=42.0, Synergy_ZIP=-0.947, Synergy_Bliss=-2.66, Synergy_Loewe=-42.9, Synergy_HSA=-1.86. (5) Drug 1: CC1=C(C=C(C=C1)C(=O)NC2=CC(=CC(=C2)C(F)(F)F)N3C=C(N=C3)C)NC4=NC=CC(=N4)C5=CN=CC=C5. Drug 2: CC1=C(C(=O)C2=C(C1=O)N3CC4C(C3(C2COC(=O)N)OC)N4)N. Cell line: MOLT-4. Synergy scores: CSS=29.4, Synergy_ZIP=-2.35, Synergy_Bliss=-3.23, Synergy_Loewe=-41.4, Synergy_HSA=-3.42. (6) Drug 1: C1CN1P(=S)(N2CC2)N3CC3. Drug 2: COCCOC1=C(C=C2C(=C1)C(=NC=N2)NC3=CC=CC(=C3)C#C)OCCOC.Cl. Cell line: SK-MEL-5. Synergy scores: CSS=29.2, Synergy_ZIP=-8.53, Synergy_Bliss=-0.444, Synergy_Loewe=1.01, Synergy_HSA=2.10. (7) Drug 1: C1CN1C2=NC(=NC(=N2)N3CC3)N4CC4. Drug 2: CC1OCC2C(O1)C(C(C(O2)OC3C4COC(=O)C4C(C5=CC6=C(C=C35)OCO6)C7=CC(=C(C(=C7)OC)O)OC)O)O. Cell line: MALME-3M. Synergy scores: CSS=18.6, Synergy_ZIP=-5.82, Synergy_Bliss=1.76, Synergy_Loewe=2.85, Synergy_HSA=4.51. (8) Drug 1: CN(C)N=NC1=C(NC=N1)C(=O)N. Drug 2: CC(C)CN1C=NC2=C1C3=CC=CC=C3N=C2N. Cell line: SR. Synergy scores: CSS=4.00, Synergy_ZIP=-1.56, Synergy_Bliss=-0.375, Synergy_Loewe=-3.98, Synergy_HSA=0.425.